Dataset: Full USPTO retrosynthesis dataset with 1.9M reactions from patents (1976-2016). Task: Predict the reactants needed to synthesize the given product. (1) Given the product [Cl:38][C:39]1[CH:40]=[C:41]([CH2:46][CH2:47][NH:48][CH2:34][C:30]2[CH:29]=[C:28]3[C:33](=[CH:32][CH:31]=2)[C:25]2([CH2:37][CH2:36]2)[CH2:26][CH2:27]3)[CH:42]=[CH:43][C:44]=1[Cl:45], predict the reactants needed to synthesize it. The reactants are: C1(C2C=CC(CNCCC3C=CC(F)=C(C(F)(F)F)C=3)=CC=2)CC1.[C:25]12([CH2:37][CH2:36]1)[C:33]1[C:28](=[CH:29][C:30]([CH:34]=O)=[CH:31][CH:32]=1)[CH2:27][CH2:26]2.[Cl:38][C:39]1[CH:40]=[C:41]([CH2:46][CH2:47][NH2:48])[CH:42]=[CH:43][C:44]=1[Cl:45].[BH4-].[Na+]. (2) Given the product [Cl:19][C:20]1[C:21]2[N:28]([CH3:29])[C:27]([Cl:39])=[CH:26][C:22]=2[N:23]=[CH:24][N:25]=1, predict the reactants needed to synthesize it. The reactants are: C(NC(C)C)(C)C.CCCCCC.C([Li])CCC.[Cl:19][C:20]1[C:21]2[N:28]([CH3:29])[CH:27]=[CH:26][C:22]=2[N:23]=[CH:24][N:25]=1.C1(C)C=CC(S([Cl:39])(=O)=O)=CC=1.[Cl-].[NH4+]. (3) Given the product [NH2:1][C:4]1[C:13]2[CH2:12][CH2:11][CH2:10][CH2:9][C:8]=2[N:7]=[CH:6][CH:5]=1, predict the reactants needed to synthesize it. The reactants are: [N+:1]([C:4]1[C:13]2[CH2:12][CH2:11][CH2:10][CH2:9][C:8]=2[N+:7]([O-])=[CH:6][CH:5]=1)([O-])=O. (4) The reactants are: [N+:1]([C:4]1[CH:5]=[CH:6][C:7]([O:10][CH:11]2[CH2:14][CH:13]([C:15]([O:17][CH2:18][CH2:19][C:20]3[CH:25]=[CH:24][CH:23]=[CH:22][CH:21]=3)=[O:16])[CH2:12]2)=[N:8][CH:9]=1)([O-])=O. Given the product [NH2:1][C:4]1[CH:5]=[CH:6][C:7]([O:10][CH:11]2[CH2:12][CH:13]([C:15]([O:17][CH2:18][CH2:19][C:20]3[CH:21]=[CH:22][CH:23]=[CH:24][CH:25]=3)=[O:16])[CH2:14]2)=[N:8][CH:9]=1, predict the reactants needed to synthesize it.